Dataset: Peptide-MHC class I binding affinity with 185,985 pairs from IEDB/IMGT. Task: Regression. Given a peptide amino acid sequence and an MHC pseudo amino acid sequence, predict their binding affinity value. This is MHC class I binding data. The peptide sequence is RRSLLAHVR. The MHC is HLA-A11:01 with pseudo-sequence HLA-A11:01. The binding affinity (normalized) is 0.350.